This data is from Peptide-MHC class II binding affinity with 134,281 pairs from IEDB. The task is: Regression. Given a peptide amino acid sequence and an MHC pseudo amino acid sequence, predict their binding affinity value. This is MHC class II binding data. (1) The peptide sequence is AAATAGTTVYGAFVA. The MHC is HLA-DQA10501-DQB10301 with pseudo-sequence HLA-DQA10501-DQB10301. The binding affinity (normalized) is 0.630. (2) The peptide sequence is YDKFLANGSTVLTGK. The binding affinity (normalized) is 0.392. The MHC is DRB1_0405 with pseudo-sequence DRB1_0405. (3) The peptide sequence is EKKYFARTQFEPLAA. The MHC is DRB1_0701 with pseudo-sequence DRB1_0701. The binding affinity (normalized) is 0.877. (4) The peptide sequence is AFKVAATAANIAPAN. The MHC is DRB1_0401 with pseudo-sequence DRB1_0401. The binding affinity (normalized) is 0.213. (5) The peptide sequence is YAKFLANVSTVLTGK. The MHC is DRB1_0404 with pseudo-sequence DRB1_0404. The binding affinity (normalized) is 0.773. (6) The peptide sequence is KLEHPVTGCGERTEGRCL. The MHC is DRB4_0101 with pseudo-sequence DRB4_0103. The binding affinity (normalized) is 0. (7) The peptide sequence is NGSQFFLCTAKTAWL. The MHC is DRB1_0301 with pseudo-sequence DRB1_0301. The binding affinity (normalized) is 0.219.